This data is from Forward reaction prediction with 1.9M reactions from USPTO patents (1976-2016). The task is: Predict the product of the given reaction. (1) Given the reactants [N+:1]([C:4]1[CH:12]=[CH:11][CH:10]=[C:9]2[C:5]=1[CH:6]=[CH:7][NH:8]2)([O-])=O.[H-].[Na+].FC(F)(F)S(O[CH2:21][C:22]([F:25])([F:24])[F:23])(=O)=O, predict the reaction product. The product is: [F:23][C:22]([F:25])([F:24])[CH2:21][N:8]1[C:9]2[CH:10]=[CH:11][CH:12]=[C:4]([NH2:1])[C:5]=2[CH:6]=[CH:7]1. (2) The product is: [Cl:18][C:19]1[CH:24]=[CH:23][C:22]([C:8]2[C:7]([N:14]([CH3:13])[CH2:15][CH2:16][CH3:17])=[N:6][CH:5]=[C:4]([CH:9]=2)[C:3]([NH:28][CH2:29][C:30]([CH:33]2[CH2:35][CH2:34]2)([OH:32])[CH3:31])=[O:12])=[CH:21][CH:20]=1. Given the reactants CO[C:3](=[O:12])[C:4]1[CH:9]=[C:8](Br)[C:7](Cl)=[N:6][CH:5]=1.[CH3:13][NH:14][CH2:15][CH2:16][CH3:17].[Cl:18][C:19]1[CH:24]=[CH:23][C:22](B(O)O)=[CH:21][CH:20]=1.[NH2:28][CH2:29][C:30]([CH:33]1[CH2:35][CH2:34]1)([OH:32])[CH3:31], predict the reaction product. (3) Given the reactants [OH:1][CH:2]1[CH:6]([O:7][CH2:8][C:9]2[CH:14]=[CH:13][C:12]([N+:15]([O-:17])=[O:16])=[CH:11][CH:10]=2)[CH2:5][N:4]([C:18](=[O:37])[C@H:19]([CH2:33][CH:34]([CH3:36])[CH3:35])[NH:20][C:21]([C:23]2[CH:32]=[CH:31][C:30]3[C:25](=[CH:26][CH:27]=[CH:28][CH:29]=3)[N:24]=2)=[O:22])[CH2:3]1.CC(OI1(OC(C)=O)(OC(C)=O)OC(=O)C2C=CC=CC1=2)=O.CCCCCC.C(OCC)(=O)C, predict the reaction product. The product is: [N+:15]([C:12]1[CH:11]=[CH:10][C:9]([CH2:8][O:7][CH:6]2[C:2](=[O:1])[CH2:3][N:4]([C:18](=[O:37])[C@H:19]([CH2:33][CH:34]([CH3:36])[CH3:35])[NH:20][C:21]([C:23]3[CH:32]=[CH:31][C:30]4[C:25](=[CH:26][CH:27]=[CH:28][CH:29]=4)[N:24]=3)=[O:22])[CH2:5]2)=[CH:14][CH:13]=1)([O-:17])=[O:16]. (4) Given the reactants Cl.[F:2][C:3]([F:24])([F:23])[C:4]1[CH:22]=[CH:21][C:7]2[NH:8][C:9]3[S:10][C:11]4[CH:20]=[CH:19][CH:18]=[CH:17][C:12]=4[C:13]=3[C:14]([NH2:16])=[N:15][C:6]=2[CH:5]=1.[CH3:25][O:26][CH2:27][CH2:28][C@H:29]1[CH2:34]N[CH2:32][CH2:31][NH:30]1.C(N(C(C)C)CC)(C)C, predict the reaction product. The product is: [CH3:25][O:26][CH2:27][CH2:28][C@@H:29]1[NH:30][CH2:31][CH2:32][N:16]([C:14]2[C:13]3[C:12]4[CH:17]=[CH:18][CH:19]=[CH:20][C:11]=4[S:10][C:9]=3[NH:8][C:7]3[CH:21]=[CH:22][C:4]([C:3]([F:2])([F:23])[F:24])=[CH:5][C:6]=3[N:15]=2)[CH2:34]1. (5) Given the reactants [CH3:1][O:2][CH2:3][CH2:4][C:5]1[CH:10]=[CH:9][C:8]([OH:11])=[CH:7][CH:6]=1.[C:12]([O:16][C:17](=[O:20])[C:18]#[CH:19])([CH3:15])([CH3:14])[CH3:13].CN1CCOCC1, predict the reaction product. The product is: [CH3:1][O:2][CH2:3][CH2:4][C:5]1[CH:10]=[CH:9][C:8]([O:11]/[CH:19]=[CH:18]\[C:17]([O:16][C:12]([CH3:15])([CH3:14])[CH3:13])=[O:20])=[CH:7][CH:6]=1. (6) Given the reactants Br[C:2]1[C:7]([NH2:8])=[C:6]([CH3:9])[CH:5]=[CH:4][N:3]=1.[CH:10]1([B-](F)(F)F)[CH2:12][CH2:11]1.[K+].C([O-])([O-])=O.[Cs+].[Cs+].C1COCC1, predict the reaction product. The product is: [CH:10]1([C:2]2[C:7]([NH2:8])=[C:6]([CH3:9])[CH:5]=[CH:4][N:3]=2)[CH2:12][CH2:11]1.